The task is: Predict the product of the given reaction.. This data is from Forward reaction prediction with 1.9M reactions from USPTO patents (1976-2016). (1) Given the reactants [CH3:1][CH:2]([O:4][C:5]1[CH:6]=[C:7]([O:20][C:21]2[CH:29]=[CH:28][C:24]([C:25](O)=[O:26])=[CH:23][CH:22]=2)[CH:8]=[C:9]([C:11]([NH:13][C:14]2[CH:18]=[CH:17][N:16]([CH3:19])[N:15]=2)=[O:12])[CH:10]=1)[CH3:3].CN(C(ON1N=NC2C=[CH:42][CH:43]=[N:44][C:39]1=2)=[N+](C)C)C.F[P-](F)(F)(F)(F)F.Cl.N1CCC1.C(N(C(C)C)CC)(C)C, predict the reaction product. The product is: [N:44]1([C:25]([C:24]2[CH:28]=[CH:29][C:21]([O:20][C:7]3[CH:8]=[C:9]([CH:10]=[C:5]([O:4][CH:2]([CH3:1])[CH3:3])[CH:6]=3)[C:11]([NH:13][C:14]3[CH:18]=[CH:17][N:16]([CH3:19])[N:15]=3)=[O:12])=[CH:22][CH:23]=2)=[O:26])[CH2:43][CH2:42][CH2:39]1. (2) Given the reactants [C:1]1([C:7]2[CH:12]=[CH:11][CH:10]=[CH:9][C:8]=2[OH:13])[CH:6]=[CH:5][CH:4]=[CH:3][CH:2]=1.[C:14]1(=O)[O:19][C:17](=[O:18])[C:16]2=[CH:20][CH:21]=[CH:22][CH:23]=[C:15]12, predict the reaction product. The product is: [OH:13][C:8]1[CH:9]=[CH:10][C:11]([C:14]2([C:11]3[CH:10]=[CH:9][C:8]([OH:13])=[C:7]([C:1]4[CH:6]=[CH:5][CH:4]=[CH:3][CH:2]=4)[CH:12]=3)[C:15]3[C:16](=[CH:20][CH:21]=[CH:22][CH:23]=3)[C:17](=[O:18])[O:19]2)=[CH:12][C:7]=1[C:1]1[CH:2]=[CH:3][CH:4]=[CH:5][CH:6]=1. (3) The product is: [CH3:1][O:2][C:3]1[CH:8]=[CH:7][CH:6]=[CH:5][C:4]=1[S:9]([NH2:24])(=[O:11])=[O:10]. Given the reactants [CH3:1][O:2][C:3]1[CH:8]=[CH:7][CH:6]=[CH:5][C:4]=1[S:9](Cl)(=[O:11])=[O:10].C12(C[NH2:24])CC3CC(CC(C3)C1)C2.C(N(C(C)C)CC)(C)C, predict the reaction product. (4) Given the reactants [NH2:1][CH2:2][C@@H:3]1[C@H:8]([CH3:9])[CH2:7][CH2:6][CH2:5][N:4]1[C:10]([C:12]1[CH:17]=[C:16]([CH3:18])[CH:15]=[CH:14][C:13]=1[N:19]1[N:23]=[CH:22][CH:21]=[N:20]1)=[O:11].Cl[C:25]1[N:30]=[C:29]([C:31]([F:34])([F:33])[F:32])[CH:28]=[CH:27][N:26]=1, predict the reaction product. The product is: [CH3:9][C@@H:8]1[CH2:7][CH2:6][CH2:5][N:4]([C:10]([C:12]2[CH:17]=[C:16]([CH3:18])[CH:15]=[CH:14][C:13]=2[N:19]2[N:23]=[CH:22][CH:21]=[N:20]2)=[O:11])[C@@H:3]1[CH2:2][NH:1][C:25]1[N:30]=[C:29]([C:31]([F:34])([F:33])[F:32])[CH:28]=[CH:27][N:26]=1. (5) Given the reactants [N:1]1([C:7]([O:9][C:10]([CH3:13])([CH3:12])[CH3:11])=[O:8])[CH2:6][CH2:5][NH:4][CH2:3][CH2:2]1.[Cl:14][CH2:15][CH2:16][CH2:17]I.C([O-])([O-])=O.[K+].[K+], predict the reaction product. The product is: [Cl:14][CH2:15][CH2:16][CH2:17][N:4]1[CH2:5][CH2:6][N:1]([C:7]([O:9][C:10]([CH3:13])([CH3:12])[CH3:11])=[O:8])[CH2:2][CH2:3]1. (6) Given the reactants C1C=CC2N(O)N=NC=2C=1.CCN=C=NCCCN(C)C.Cl.Cl.CCN(C(C)C)C(C)C.[C:33]([O:37][C:38]([N:40]1[CH2:45][CH2:44][CH:43]([C:46]2[CH:51]=[CH:50][C:49]([NH:52][C:53]3N=[C:57]([CH2:59][CH2:60][C:61]4[CH:66]=[CH:65][C:64]([C:67]([F:70])([F:69])[F:68])=[CH:63][C:62]=4[CH2:71][C:72](O)=[O:73])[C:56]([C:75]([F:78])([F:77])[F:76])=[CH:55][N:54]=3)=[CH:48][CH:47]=2)[CH2:42][CH2:41]1)=[O:39])([CH3:36])([CH3:35])[CH3:34].C(=O)([O-])[O-].[NH4+:83].[NH4+:84], predict the reaction product. The product is: [NH2:83][C:72](=[O:73])[CH2:71][C:62]1[CH:63]=[C:64]([C:67]([F:68])([F:69])[F:70])[CH:65]=[CH:66][C:61]=1[CH2:60][CH2:59][C:57]1[C:56]([C:75]([F:78])([F:76])[F:77])=[CH:55][N:54]=[C:53]([NH:52][C:49]2[CH:48]=[CH:47][C:46]([CH:43]3[CH2:42][CH2:41][N:40]([C:38]([O:37][C:33]([CH3:36])([CH3:35])[CH3:34])=[O:39])[CH2:45][CH2:44]3)=[CH:51][CH:50]=2)[N:84]=1.